From a dataset of Catalyst prediction with 721,799 reactions and 888 catalyst types from USPTO. Predict which catalyst facilitates the given reaction. (1) Reactant: [NH2:1][C:2]1[NH:17][C:5]2=[CH:6][C:7]3[C:8]([CH3:16])([CH3:15])[C:9](=[O:14])[N:10]([CH3:13])[C:11]=3[CH:12]=[C:4]2[N:3]=1.CCN(C(C)C)C(C)C.[C:27](Cl)(=[O:34])[C:28]1[CH:33]=[CH:32][CH:31]=[CH:30][CH:29]=1.O. Product: [CH3:13][N:10]1[C:11]2[CH:12]=[C:4]3[N:3]=[C:2]([NH:1][C:27](=[O:34])[C:28]4[CH:33]=[CH:32][CH:31]=[CH:30][CH:29]=4)[NH:17][C:5]3=[CH:6][C:7]=2[C:8]([CH3:15])([CH3:16])[C:9]1=[O:14]. The catalyst class is: 12. (2) Reactant: C[Si]([N-][Si](C)(C)C)(C)C.[Li+].[CH2:11]([N:18]1[CH2:23][C:22](=[O:24])[N:21]([CH2:25][C:26]2[CH:31]=[CH:30][CH:29]=[CH:28][CH:27]=2)[CH2:20][C:19]1=[O:32])[C:12]1[CH:17]=[CH:16][CH:15]=[CH:14][CH:13]=1.Br[CH:34]([C:41]1[CH:46]=[CH:45][CH:44]=[CH:43][CH:42]=1)[C:35]1[CH:40]=[CH:39][CH:38]=[CH:37][CH:36]=1. Product: [CH2:25]([N:21]1[CH2:20][C:19](=[O:32])[N:18]([CH2:11][C:12]2[CH:13]=[CH:14][CH:15]=[CH:16][CH:17]=2)[CH:23]([CH:34]([C:35]2[CH:40]=[CH:39][CH:38]=[CH:37][CH:36]=2)[C:41]2[CH:46]=[CH:45][CH:44]=[CH:43][CH:42]=2)[C:22]1=[O:24])[C:26]1[CH:31]=[CH:30][CH:29]=[CH:28][CH:27]=1. The catalyst class is: 213. (3) Reactant: [CH2:1]([O:3][CH2:4][O:5][C:6](=[O:14])[C:7]1[CH:12]=[CH:11][C:10]([OH:13])=[CH:9][CH:8]=1)[CH3:2].[C:15]([O:19][CH2:20][CH2:21][CH2:22][CH2:23][CH2:24][CH2:25][O:26][C:27]1[CH:35]=[CH:34][C:30]([C:31](O)=[O:32])=[CH:29][CH:28]=1)(=[O:18])[CH:16]=[CH2:17]. Product: [C:15]([O:19][CH2:20][CH2:21][CH2:22][CH2:23][CH2:24][CH2:25][O:26][C:27]1[CH:35]=[CH:34][C:30]([C:31]([O:13][C:10]2[CH:11]=[CH:12][C:7]([C:6]([O:5][CH2:4][O:3][CH2:1][CH3:2])=[O:14])=[CH:8][CH:9]=2)=[O:32])=[CH:29][CH:28]=1)(=[O:18])[CH:16]=[CH2:17]. The catalyst class is: 4. (4) Reactant: [OH:1][N:2]1[C:6](=[O:7])[CH2:5][CH2:4][C:3]1=[O:8].[CH2:9]([O:12][CH2:13][CH2:14][O:15][CH2:16][CH2:17][O:18][CH2:19][CH2:20][O:21][CH2:22][CH2:23][O:24][C:25](=[O:31])[CH2:26][CH2:27][C:28](O)=[O:29])[CH:10]=[CH2:11].C1(N=C=NC2CCCCC2)CCCCC1. Product: [O:8]=[C:3]1[CH2:4][CH2:5][C:6](=[O:7])[N:2]1[O:1][C:28](=[O:29])[CH2:27][CH2:26][C:25]([O:24][CH2:23][CH2:22][O:21][CH2:20][CH2:19][O:18][CH2:17][CH2:16][O:15][CH2:14][CH2:13][O:12][CH2:9][CH:10]=[CH2:11])=[O:31]. The catalyst class is: 2. (5) Reactant: [N:1]1[CH:6]=[CH:5][CH:4]=[C:3]([NH2:7])[CH:2]=1.[Br:8][C:9]1[CH:10]=[CH:11][C:12]([O:18][CH2:19][C:20]2[CH:25]=[CH:24][C:23]([Cl:26])=[CH:22][CH:21]=2)=[C:13]([CH:17]=1)[C:14](O)=[O:15].Cl.CN(C)CCCN=C=NCC.ON1C2C=CC=CC=2N=N1. Product: [Br:8][C:9]1[CH:10]=[CH:11][C:12]([O:18][CH2:19][C:20]2[CH:25]=[CH:24][C:23]([Cl:26])=[CH:22][CH:21]=2)=[C:13]([CH:17]=1)[C:14]([NH:7][C:3]1[CH:2]=[N:1][CH:6]=[CH:5][CH:4]=1)=[O:15]. The catalyst class is: 3.